This data is from Forward reaction prediction with 1.9M reactions from USPTO patents (1976-2016). The task is: Predict the product of the given reaction. (1) Given the reactants Br[C:2]1[C:3]([O:21][CH2:22][CH3:23])=[C:4]([CH:11]([NH:13][C:14](=[O:20])[O:15][C:16]([CH3:19])([CH3:18])[CH3:17])[CH3:12])[CH:5]=[C:6]([Cl:10])[C:7]=1[C:8]#[N:9].[CH3:24][S:25]([C:28]1[CH:29]=[N:30][CH:31]=[C:32](B2OC(C)(C)C(C)(C)O2)[CH:33]=1)(=[O:27])=[O:26].C(=O)([O-])[O-].[K+].[K+], predict the reaction product. The product is: [Cl:10][C:6]1[C:7]([C:8]#[N:9])=[C:2]([C:32]2[CH:31]=[N:30][CH:29]=[C:28]([S:25]([CH3:24])(=[O:27])=[O:26])[CH:33]=2)[C:3]([O:21][CH2:22][CH3:23])=[C:4]([CH:11]([NH:13][C:14](=[O:20])[O:15][C:16]([CH3:19])([CH3:18])[CH3:17])[CH3:12])[CH:5]=1. (2) Given the reactants [OH:1][C:2]1[CH:9]=[CH:8][CH:7]=[CH:6][C:3]=1[CH2:4][OH:5].Cl.Cl[CH2:12][CH2:13][N:14]1[CH2:19][CH2:18][O:17][CH2:16][CH2:15]1, predict the reaction product. The product is: [N:14]1([CH2:13][CH2:12][O:1][C:2]2[CH:9]=[CH:8][CH:7]=[CH:6][C:3]=2[CH2:4][OH:5])[CH2:19][CH2:18][O:17][CH2:16][CH2:15]1. (3) Given the reactants [C:1]1([S:7]([N:10]2[C:14]3=[N:15][CH:16]=[C:17]([C:19]([C:21]4[CH:26]=[CH:25][C:24]([N:27]([CH3:29])[CH3:28])=[CH:23][CH:22]=4)=[O:20])[CH:18]=[C:13]3[C:12](I)=[CH:11]2)(=[O:9])=[O:8])[CH:6]=[CH:5][CH:4]=[CH:3][CH:2]=1.[CH3:31][N:32]1[CH:36]=[C:35](B(O)O)[CH:34]=[N:33]1.[Cl-].[Li+].C(=O)([O-])[O-].[Na+].[Na+], predict the reaction product. The product is: [C:1]1([S:7]([N:10]2[C:14]3=[N:15][CH:16]=[C:17]([C:19]([C:21]4[CH:26]=[CH:25][C:24]([N:27]([CH3:29])[CH3:28])=[CH:23][CH:22]=4)=[O:20])[CH:18]=[C:13]3[C:12]([C:35]3[CH:34]=[N:33][N:32]([CH3:31])[CH:36]=3)=[CH:11]2)(=[O:9])=[O:8])[CH:6]=[CH:5][CH:4]=[CH:3][CH:2]=1. (4) Given the reactants [CH3:1][O:2][C:3](=[O:22])[CH:4]([C:9]1[CH:14]=[CH:13][C:12]([NH2:15])=[C:11]([C:16]2[CH2:21][CH2:20][CH2:19][CH2:18][CH:17]=2)[CH:10]=1)[C:5]([O:7][CH3:8])=[O:6].[C:23]([C:25]1[N:26]=[C:27]([C:38]([O-])=[O:39])[N:28]([CH2:30][O:31][CH2:32][CH2:33][Si:34]([CH3:37])([CH3:36])[CH3:35])[CH:29]=1)#[N:24].[K+].F[P-](F)(F)(F)(F)F.Br[P+](N1CCCC1)(N1CCCC1)N1CCCC1.CCN(C(C)C)C(C)C, predict the reaction product. The product is: [CH3:1][O:2][C:3](=[O:22])[CH:4]([C:9]1[CH:14]=[CH:13][C:12]([NH:15][C:38]([C:27]2[N:28]([CH2:30][O:31][CH2:32][CH2:33][Si:34]([CH3:37])([CH3:36])[CH3:35])[CH:29]=[C:25]([C:23]#[N:24])[N:26]=2)=[O:39])=[C:11]([C:16]2[CH2:21][CH2:20][CH2:19][CH2:18][CH:17]=2)[CH:10]=1)[C:5]([O:7][CH3:8])=[O:6].